Task: Regression. Given two drug SMILES strings and cell line genomic features, predict the synergy score measuring deviation from expected non-interaction effect.. Dataset: NCI-60 drug combinations with 297,098 pairs across 59 cell lines (1) Drug 1: C1=C(C(=O)NC(=O)N1)N(CCCl)CCCl. Drug 2: CS(=O)(=O)OCCCCOS(=O)(=O)C. Cell line: SK-MEL-5. Synergy scores: CSS=23.6, Synergy_ZIP=-3.45, Synergy_Bliss=5.42, Synergy_Loewe=-9.24, Synergy_HSA=3.49. (2) Drug 1: CCC1(CC2CC(C3=C(CCN(C2)C1)C4=CC=CC=C4N3)(C5=C(C=C6C(=C5)C78CCN9C7C(C=CC9)(C(C(C8N6C)(C(=O)OC)O)OC(=O)C)CC)OC)C(=O)OC)O.OS(=O)(=O)O. Drug 2: C(CCl)NC(=O)N(CCCl)N=O. Cell line: MALME-3M. Synergy scores: CSS=0.998, Synergy_ZIP=-0.858, Synergy_Bliss=0.679, Synergy_Loewe=-0.916, Synergy_HSA=-0.197.